From a dataset of Forward reaction prediction with 1.9M reactions from USPTO patents (1976-2016). Predict the product of the given reaction. (1) The product is: [OH:2][CH:3]1[CH2:8][CH2:7][CH2:6][N:5]([C:16]([C:17]2[CH:22]=[CH:21][CH:20]=[CH:19][CH:18]=2)([C:29]2[CH:30]=[CH:31][CH:32]=[CH:33][CH:34]=2)[C:23]2[CH:24]=[CH:25][CH:26]=[CH:27][CH:28]=2)[CH2:4]1. Given the reactants Cl.[OH:2][CH:3]1[CH2:8][CH2:7][CH2:6][NH:5][CH2:4]1.C(N(CC)CC)C.[C:16](Cl)([C:29]1[CH:34]=[CH:33][CH:32]=[CH:31][CH:30]=1)([C:23]1[CH:28]=[CH:27][CH:26]=[CH:25][CH:24]=1)[C:17]1[CH:22]=[CH:21][CH:20]=[CH:19][CH:18]=1, predict the reaction product. (2) Given the reactants Br[C:2]1[CH:3]=[C:4]([CH:9]=[CH:10][C:11]([O:13]CC)=[O:12])[CH:5]=[CH:6][C:7]=1[OH:8].[F:16][C:17]1[CH:41]=[CH:40][C:20]([CH2:21][O:22][C:23]2[C:24](B(O)O)=[CH:25][C:26]3[C:27]([CH3:36])([CH3:35])[CH2:28][CH2:29][C:30]([CH3:34])([CH3:33])[C:31]=3[CH:32]=2)=[CH:19][CH:18]=1, predict the reaction product. The product is: [OH:8][C:7]1[CH:2]=[CH:3][C:4]([CH:9]=[CH:10][C:11]([OH:13])=[O:12])=[CH:5][C:6]=1[C:24]1[C:23]([O:22][CH2:21][C:20]2[CH:40]=[CH:41][C:17]([F:16])=[CH:18][CH:19]=2)=[CH:32][C:31]2[C:30]([CH3:34])([CH3:33])[CH2:29][CH2:28][C:27]([CH3:36])([CH3:35])[C:26]=2[CH:25]=1. (3) Given the reactants [Br:1][C:2]1[CH:3]=[C:4]([Cl:11])[C:5]([C:8](O)=[O:9])=[N:6][CH:7]=1.[CH3:12]CN=C=NCCCN(C)C.Cl.C1C=C[C:27]2[N:32]([OH:33])N=NC=2C=1.CCN(C(C)C)C(C)C, predict the reaction product. The product is: [Br:1][C:2]1[CH:3]=[C:4]([Cl:11])[C:5]([C:8]([N:32]([O:33][CH3:12])[CH3:27])=[O:9])=[N:6][CH:7]=1. (4) Given the reactants N1(C[C@]23CC[C@@H](C(C)=C)[C@@H]2[C@@H]2[C@@](C)(CC3)[C@@]3(C)[C@@H]([C@]4(C)[C@@H](CC3)C(C)(C)C(C3C=CC([C:31](OC(C)(C)C)=[O:32])=CC=3)=CC4)CC2)CC1.[CH3:47][C@:48]12[C@@:65]3([CH3:66])[C@@H:56]([C@:57]4([CH3:78])[C@@H:62]([CH2:63][CH2:64]3)[C:61]([CH3:68])([CH3:67])[C:60]([C:69]3[CH:77]=[CH:76][C:72]([C:73]([OH:75])=[O:74])=[CH:71][CH:70]=3)=[CH:59][CH2:58]4)[CH2:55][CH2:54][C@@H:53]1[C@H:52]1[C@H:79]([C:82]([CH3:84])=[CH2:83])[CH2:80][CH2:81][C@:51]1([CH2:85][NH:86][CH2:87][CH2:88]N1CCN(S(C)(=O)=O)CC1)[CH2:50][CH2:49]2, predict the reaction product. The product is: [CH3:31][O:32][CH2:88][CH2:87][NH:86][CH2:85][C@:51]12[CH2:81][CH2:80][C@@H:79]([C:82]([CH3:84])=[CH2:83])[C@@H:52]1[C@@H:53]1[C@@:48]([CH3:47])([CH2:49][CH2:50]2)[C@@:65]2([CH3:66])[C@@H:56]([C@:57]3([CH3:78])[C@@H:62]([CH2:63][CH2:64]2)[C:61]([CH3:67])([CH3:68])[C:60]([C:69]2[CH:77]=[CH:76][C:72]([C:73]([OH:75])=[O:74])=[CH:71][CH:70]=2)=[CH:59][CH2:58]3)[CH2:55][CH2:54]1. (5) Given the reactants [NH2:1][C:2]1[CH:7]=[N:6][C:5]([C:8]#[N:9])=[CH:4][N:3]=1.CC(C)([O-])C.[Na+].Br[C:17]1[CH:22]=[C:21]([O:23][CH2:24][CH:25]2[CH2:30][CH2:29][N:28]([C:31]([O:33][C:34]([CH3:37])([CH3:36])[CH3:35])=[O:32])[CH2:27][CH2:26]2)[C:20]([N+:38]([O-:40])=[O:39])=[CH:19][N:18]=1, predict the reaction product. The product is: [C:8]([C:5]1[N:6]=[CH:7][C:2]([NH:1][C:17]2[CH:22]=[C:21]([O:23][CH2:24][CH:25]3[CH2:30][CH2:29][N:28]([C:31]([O:33][C:34]([CH3:35])([CH3:37])[CH3:36])=[O:32])[CH2:27][CH2:26]3)[C:20]([N+:38]([O-:40])=[O:39])=[CH:19][N:18]=2)=[N:3][CH:4]=1)#[N:9].